Dataset: Full USPTO retrosynthesis dataset with 1.9M reactions from patents (1976-2016). Task: Predict the reactants needed to synthesize the given product. (1) Given the product [NH2:29][C:30]1[CH:31]=[CH:32][C:33]2[C:41]3[CH:45]=[CH:44][O:43][C:42]=3[CH2:46][CH2:47][O:48][C:34]=2[C:35]=1[C:36]([O:38][CH3:39])=[O:37], predict the reactants needed to synthesize it. The reactants are: C1(S(CC2C(C(OC)=O)=C3C(C4C=COC=4C(C)O3)=CC=2)(=O)=O)C=CC=CC=1.[NH2:29][C:30]1[C:35]([C:36]([O:38][CH3:39])=[O:37])=[C:34](O)[C:33]([C:41]2[CH:45]=[CH:44][O:43][C:42]=2[CH2:46][CH2:47][OH:48])=[CH:32][CH:31]=1. (2) Given the product [CH3:1][N:2]1[CH2:3][CH2:4][N:5]([C:8]2[CH:14]=[C:12]([NH2:13])[C:11]([NH2:15])=[CH:10][CH:9]=2)[CH2:6][CH2:7]1, predict the reactants needed to synthesize it. The reactants are: [CH3:1][N:2]1[CH2:7][CH2:6][N:5]([C:8]2[CH:9]=[CH:10][C:11]([N+:15]([O-])=O)=[C:12]([CH:14]=2)[NH2:13])[CH2:4][CH2:3]1. (3) Given the product [Cl:1][C:2]1[N:3]=[C:4]([NH:17][CH2:12][CH2:13][CH2:14][CH2:15][CH3:16])[C:5]2[CH2:10][CH2:9][CH2:8][C:6]=2[N:7]=1, predict the reactants needed to synthesize it. The reactants are: [Cl:1][C:2]1[N:3]=[C:4](Cl)[C:5]2[CH2:10][CH2:9][CH2:8][C:6]=2[N:7]=1.[CH2:12]([NH2:17])[CH2:13][CH2:14][CH2:15][CH3:16].[Cl-].[NH4+]. (4) Given the product [CH2:17]([O:21][C:22]([C:11]1[C:12](=[O:15])[NH:13][C:14]2[C:9]([C:10]=1[N:27]1[CH2:28][CH2:29][N:24]([C:22]([O:21][C:17]([CH3:20])([CH3:18])[CH3:19])=[O:23])[CH2:25][CH2:26]1)=[CH:8][S:7][CH:6]=2)=[O:23])[CH3:18], predict the reactants needed to synthesize it. The reactants are: C(OC([C:6]1[S:7][CH:8]=[C:9]2[C:14]=1[NH:13][C:12](=[O:15])[CH:11]=[C:10]2Cl)=O)C.[C:17]([O:21][C:22]([N:24]1[CH2:29][CH2:28][NH:27][CH2:26][CH2:25]1)=[O:23])([CH3:20])([CH3:19])[CH3:18]. (5) Given the product [F:33][CH:16]([F:15])[CH2:17][O:18][C:19]1[CH:24]=[CH:23][CH:22]=[C:21]([C:25]([F:26])([F:27])[F:28])[C:20]=1[S:29]([NH:1][C:2]1[N:10]=[C:9]2[N:4]([C:5]([O:13][CH3:14])=[N:6][CH:7]=[C:8]2[O:11][CH3:12])[N:3]=1)(=[O:30])=[O:31], predict the reactants needed to synthesize it. The reactants are: [NH2:1][C:2]1[N:10]=[C:9]2[N:4]([C:5]([O:13][CH3:14])=[N:6][CH:7]=[C:8]2[O:11][CH3:12])[N:3]=1.[F:15][CH:16]([F:33])[CH2:17][O:18][C:19]1[CH:24]=[CH:23][CH:22]=[C:21]([C:25]([F:28])([F:27])[F:26])[C:20]=1[S:29](Cl)(=[O:31])=[O:30].N1C=C(C)C=C(C)C=1. (6) Given the product [I:22][C:6]1[C:5]([O:4][CH2:3][C@@H:2]([N:1]2[C:36](=[O:37])[C:44]3[C:39](=[CH:40][CH:41]=[CH:42][CH:43]=3)[C:38]2=[O:45])[CH2:23][CH:24]([CH3:26])[CH3:25])=[CH:21][C:9]2[N:10]([CH3:20])[C:11](=[O:19])[C:12]3[C:17]([C:8]=2[CH:7]=1)=[CH:16][CH:15]=[N:14][C:13]=3[CH3:18], predict the reactants needed to synthesize it. The reactants are: [NH2:1][C@@H:2]([CH2:23][CH:24]([CH3:26])[CH3:25])[CH2:3][O:4][C:5]1[C:6]([I:22])=[CH:7][C:8]2[C:17]3[C:12](=[C:13]([CH3:18])[N:14]=[CH:15][CH:16]=3)[C:11](=[O:19])[N:10]([CH3:20])[C:9]=2[CH:21]=1.C(N(C(C)C)C(C)C)C.[C:36]1(=O)[C:44]2[C:39](=[CH:40][CH:41]=[CH:42][CH:43]=2)[C:38](=[O:45])[O:37]1. (7) The reactants are: Cl[O-].[Na+].[F:4][C:5]1[CH:10]=[CH:9][C:8]([N:11]2[C:20]([CH2:21][CH2:22][CH2:23][CH2:24][C:25]([O:27][C:28]([CH3:31])([CH3:30])[CH3:29])=[O:26])=[CH:19][C:18]3[C:13](=[CH:14][CH:15]=[C:16]([CH:32]=[N:33][OH:34])[CH:17]=3)[C:12]2=[O:35])=[CH:7][CH:6]=1.[F:36][C:37]1[CH:42]=[CH:41][C:40]([CH2:43][C:44]#[CH:45])=[CH:39][CH:38]=1. Given the product [F:36][C:37]1[CH:42]=[CH:41][C:40]([CH2:43][C:44]2[O:34][N:33]=[C:32]([C:16]3[CH:17]=[C:18]4[C:13](=[CH:14][CH:15]=3)[C:12](=[O:35])[N:11]([C:8]3[CH:9]=[CH:10][C:5]([F:4])=[CH:6][CH:7]=3)[C:20]([CH2:21][CH2:22][CH2:23][CH2:24][C:25]([O:27][C:28]([CH3:29])([CH3:30])[CH3:31])=[O:26])=[CH:19]4)[CH:45]=2)=[CH:39][CH:38]=1, predict the reactants needed to synthesize it.